Dataset: Peptide-MHC class I binding affinity with 185,985 pairs from IEDB/IMGT. Task: Regression. Given a peptide amino acid sequence and an MHC pseudo amino acid sequence, predict their binding affinity value. This is MHC class I binding data. (1) The peptide sequence is VSSFQDILL. The MHC is HLA-B58:01 with pseudo-sequence HLA-B58:01. The binding affinity (normalized) is 0.396. (2) The peptide sequence is QKEGVFHTMW. The MHC is HLA-B44:02 with pseudo-sequence HLA-B44:02. The binding affinity (normalized) is 0.519. (3) The peptide sequence is LEKWNLGII. The MHC is HLA-B58:01 with pseudo-sequence HLA-B58:01. The binding affinity (normalized) is 0.0847. (4) The peptide sequence is EKEGKISKI. The MHC is HLA-B51:01 with pseudo-sequence HLA-B51:01. The binding affinity (normalized) is 0.117. (5) The peptide sequence is MSNEGSYFF. The MHC is HLA-B15:01 with pseudo-sequence HLA-B15:01. The binding affinity (normalized) is 0.616.